From a dataset of Full USPTO retrosynthesis dataset with 1.9M reactions from patents (1976-2016). Predict the reactants needed to synthesize the given product. Given the product [Cl:1][C:2]1[CH:3]=[N+:4]([O-:59])[CH:5]=[C:6]([Cl:58])[C:7]=1[CH2:8][C@@H:9]([C:43]1[CH:48]=[CH:47][C:46]([O:49][CH:50]([F:51])[F:52])=[C:45]([O:53][CH2:54][CH:55]2[CH2:57][CH2:56]2)[CH:44]=1)[O:10][C:11]([C@H:13]1[N:17]([S:18]([C:21]2[CH:26]=[CH:25][CH:24]=[C:23]([C:27](=[O:42])[NH:28][CH2:29][CH2:30][NH:31][C:32](=[O:41])[C:33]3[CH:38]=[CH:37][CH:36]=[C:35]([CH2:39][NH:60][C:61]4[CH:66]=[CH:65][CH:64]=[CH:63][CH:62]=4)[CH:34]=3)[CH:22]=2)(=[O:20])=[O:19])[CH2:16][CH2:15][S:14]1)=[O:12], predict the reactants needed to synthesize it. The reactants are: [Cl:1][C:2]1[CH:3]=[N+:4]([O-:59])[CH:5]=[C:6]([Cl:58])[C:7]=1[CH2:8][C@@H:9]([C:43]1[CH:48]=[CH:47][C:46]([O:49][CH:50]([F:52])[F:51])=[C:45]([O:53][CH2:54][CH:55]2[CH2:57][CH2:56]2)[CH:44]=1)[O:10][C:11]([C@H:13]1[N:17]([S:18]([C:21]2[CH:26]=[CH:25][CH:24]=[C:23]([C:27](=[O:42])[NH:28][CH2:29][CH2:30][NH:31][C:32](=[O:41])[C:33]3[CH:38]=[CH:37][CH:36]=[C:35]([CH:39]=O)[CH:34]=3)[CH:22]=2)(=[O:20])=[O:19])[CH2:16][CH2:15][S:14]1)=[O:12].[NH2:60][C:61]1[CH:66]=[CH:65][CH:64]=[CH:63][CH:62]=1.C(O)(=O)C.C(O[BH-](OC(=O)C)OC(=O)C)(=O)C.[Na+].